Task: Predict the product of the given reaction.. Dataset: Forward reaction prediction with 1.9M reactions from USPTO patents (1976-2016) (1) Given the reactants [Cl:1][S:2]([OH:5])(=O)=[O:3].[F:6][C:7]([F:22])([F:21])[C:8]1[N:12]=[CH:11][N:10]([C:13]2[CH:18]=[CH:17][C:16]([CH3:19])=[CH:15][C:14]=2[CH3:20])[N:9]=1, predict the reaction product. The product is: [F:22][C:7]([F:6])([F:21])[C:8]1[N:12]=[CH:11][N:10]([C:13]2[C:14]([CH3:20])=[CH:15][C:16]([CH3:19])=[C:17]([S:2]([Cl:1])(=[O:5])=[O:3])[CH:18]=2)[N:9]=1. (2) Given the reactants C(NC(C)C)(C)C.C([Li])CCC.[F:13][C:14]([F:28])([F:27])[CH2:15][CH:16]([S:18]([C:21]1[CH:26]=[CH:25][CH:24]=[CH:23][CH:22]=1)(=[O:20])=[O:19])[CH3:17].[I:29]I, predict the reaction product. The product is: [F:28][C:14]([F:13])([F:27])[CH2:15][C:16]([I:29])([S:18]([C:21]1[CH:26]=[CH:25][CH:24]=[CH:23][CH:22]=1)(=[O:19])=[O:20])[CH3:17]. (3) Given the reactants Br[C:2]1[CH:7]=[C:6]([F:8])[CH:5]=[CH:4][C:3]=1[CH2:9][O:10]COC.FC1C=CC2[B:22](O)[O:21]CC=2C=1, predict the reaction product. The product is: [F:8][C:6]1[CH:5]=[CH:4][C:3]2[CH2:9][O:10][B:22]([OH:21])[C:2]=2[CH:7]=1. (4) Given the reactants [NH2:1][C:2]1[N:7]=[C:6](O)[C:5]([CH2:9][C:10]2[CH:15]=[CH:14][CH:13]=[CH:12][CH:11]=2)=[C:4]([CH3:16])[N:3]=1.P(Cl)(Cl)([Cl:19])=O, predict the reaction product. The product is: [CH2:9]([C:5]1[C:6]([Cl:19])=[N:7][C:2]([NH2:1])=[N:3][C:4]=1[CH3:16])[C:10]1[CH:15]=[CH:14][CH:13]=[CH:12][CH:11]=1. (5) Given the reactants N1C=CC=N1.[OH-].[Na+].Cl[C:9]1[N:13]2[N:14]=[C:15](Cl)[CH:16]=[CH:17][C:12]2=[N:11][N:10]=1.O, predict the reaction product. The product is: [N:11]1[N:10]=[CH:9][N:13]2[C:12]=1[CH:17]=[CH:16][CH:15]=[N:14]2. (6) Given the reactants [OH2:1].[Si:2](Cl)([C:5]([CH3:8])([CH3:7])[CH3:6])([CH3:4])[CH3:3].[CH3:10][SiH:11]([CH3:13])Cl, predict the reaction product. The product is: [C:5]([Si:2]([CH3:4])([CH3:3])[O:1][SiH:11]([CH3:13])[CH3:10])([CH3:8])([CH3:7])[CH3:6]. (7) Given the reactants [OH:1][CH2:2][CH:3]1[CH2:8][CH2:7][N:6]([C:9]([O:11][C:12]([CH3:15])([CH3:14])[CH3:13])=[O:10])[CH2:5][CH2:4]1.[H-].[Na+].Cl[C:19]1[CH:24]=[C:23]([N:25]([CH2:34][O:35][CH2:36][CH2:37][Si:38]([CH3:41])([CH3:40])[CH3:39])[CH2:26][O:27][CH2:28][CH2:29][Si:30]([CH3:33])([CH3:32])[CH3:31])[N:22]2[N:42]=[CH:43][C:44]([C:45]3[CH:46]=[N:47][C:48]4[C:53]([CH:54]=3)=[CH:52][CH:51]=[CH:50][CH:49]=4)=[C:21]2[N:20]=1.[Br:55]N1C(=O)CCC1=O, predict the reaction product. The product is: [CH3:31][Si:30]([CH3:33])([CH3:32])[CH2:29][CH2:28][O:27][CH2:26][N:25]([CH2:34][O:35][CH2:36][CH2:37][Si:38]([CH3:41])([CH3:40])[CH3:39])[C:23]1[N:22]2[N:42]=[CH:43][C:44]([C:45]3[CH:46]=[N:47][C:48]4[C:53]([CH:54]=3)=[CH:52][CH:51]=[CH:50][CH:49]=4)=[C:21]2[N:20]=[C:19]([O:1][CH2:2][CH:3]2[CH2:8][CH2:7][N:6]([C:9]([O:11][C:12]([CH3:15])([CH3:14])[CH3:13])=[O:10])[CH2:5][CH2:4]2)[C:24]=1[Br:55].